This data is from Experimentally validated miRNA-target interactions with 360,000+ pairs, plus equal number of negative samples. The task is: Binary Classification. Given a miRNA mature sequence and a target amino acid sequence, predict their likelihood of interaction. (1) The miRNA is hsa-miR-7152-3p with sequence UCUGGUCCUGGACAGGAGGC. The protein sequence of the target gene is MVLLAAAVCTKAGKAIVSRQFVEMTRTRIEGLLAAFPKLMNTGKQHTFVETESVRYVYQPMEKLYMVLITTKNSNILEDLETLRLFSRVIPEYCRALEENEISEHCFDLIFAFDEIVALGYRENVNLAQIRTFTEMDSHEEKVFRAVRETQEREAKAEMRRKAKELQQARRDAERQGKKAPGFGGFGSSAVSGGSTAAMITETIIETDKPKVAPAPARPSGPSKALKLGAKGKEVDNFVDKLKSEGETIMSSNMGKRTSEATKVHAPPINMESVHMKIEEKITLTCGRDGGLQNMELHGM.... Result: 0 (no interaction). (2) The miRNA is hsa-miR-132-3p with sequence UAACAGUCUACAGCCAUGGUCG. The protein sequence of the target gene is MEGQSVEELLAKAEQDEAEKLQRITVHKELELQFDLGNLLASDRNPPTGLRCAGPTPEAELQALARDNTQLLINQLWQLPTERVEEAIVARLPEPTTRLPREKPLPRPRPLTRWQQFARLKGIRPKKKTNLVWDEVSGQWRRRWGYQRARDDTKEWLIEVPGNADPLEDQFAKRIQAKKERVAKNELNRLRNLARAHKMQLPSAAGLHPTGHQSKEELGRAMQVAKVSTASVGRFQERLPKEKVPRGSGKKRKFQPLFGDFAAEKKNQLELLRVMNSKKPQLDVTRATNKQMREEDQEEA.... Result: 1 (interaction). (3) The miRNA is hsa-miR-6808-5p with sequence CAGGCAGGGAGGUGGGACCAUG. The protein sequence of the target gene is MVVSAGPWSSEKAEMNILEINEKLRPQLAENKQQFRNLKERCFLTQLAGFLANRQKKYKYEECKDLIKFMLRNERQFKEEKLAEQLKQAEELRQYKVLVHSQERELTQLREKLREGRDASRSLNEHLQALLTPDEPDKSQGQDLQEQLAEGCRLAQHLVQKLSPENDEDEDEDVQVEEDEKVLESSAPREVQKAEESKVPEDSLEECAITCSNSHGPCDSIQPHKNIKITFEEDKVNSSLVVDRESSHDGCQDALNILPVPGPTSSATNVSMVVSAGPLSSEKAEMNILEINEKLCPQLA.... Result: 1 (interaction). (4) The protein sequence of the target gene is MSWRGRSTYYWPRPRRYVQPPEMIGPMRPEQFSDEVEPATPEEGEPATQRQDPAAAQEGEDEGASAGQGPKPEAHSQEQGHPQTGCECEDGPDGQEMDPPNPEEVKTPEEGEKQSQC. The miRNA is hsa-miR-335-5p with sequence UCAAGAGCAAUAACGAAAAAUGU. Result: 1 (interaction). (5) The miRNA is hsa-miR-659-3p with sequence CUUGGUUCAGGGAGGGUCCCCA. The protein sequence of the target gene is MFPSPALTPTPFSVKDILNLEQQQRSLASGDLSARLEATLAPASCMLAAFKPEAYSGPEAAASGLAELRAEMGPAPSPPKCSPAFPAAPTFYPGAYGDPDPAKDPRADKKELCALQKAVELDKAETDGAERPRARRRRKPRVLFSQAQVYELERRFKQQRYLSAPERDQLASVLKLTSTQVKIWFQNRRYKCKRQRQDQTLELLGPPPPPARRIAVPVLVRDGKPCLGDPAAYAPAYGVGLNAYGYNAYPYPSYGGAACSPGYSCAAYPAAPPAAQPPAASANSNFVNFGVGDLNTVQSP.... Result: 0 (no interaction). (6) The miRNA is mmu-miR-9-5p with sequence UCUUUGGUUAUCUAGCUGUAUGA. The protein sequence of the target gene is MALEQLCAVLKVLLITVLVVEGIAVAQKTQDGQNIGIKHIPATQCGIWVRTSNGGHFASPNYPDSYPPNKECIYILEAAPRQRIELTFDERYYIEPSFECRFDHLEIRDGPFGFSPLIDRYCGMKSPALIRSTGRFMWIKFSSDEELEGLGFRAKYSFIPDPDFTYLGGILNPIPDCQFELSGADGIVRSSQVEQEEKTKPGQAVDCIWTIKATPKAKIYLRFLDYQMEHSNECKRNFVAVYDGSSAIENLKAKFCSTVANDVMLKTGVGVIRMWADEGSRLSRFRMLFTSFVEPPCTSS.... Result: 1 (interaction). (7) The miRNA is hsa-miR-372-5p with sequence CCUCAAAUGUGGAGCACUAUUCU. The protein sequence of the target gene is MAAFLKMSVSVNFFRPFTRFLVPFTLHRKRNNLTILQRYMSSKIPAVTYPKNESTPPSEELELDKWKTTMKSSVQEECVSTISSSKDEDPLAATREFIEMWRLLGREVPEHITEEELKTLMECVSNTAKKKYLKYLYTKEKVKKARQIKKEMKAAAREEAKNIKLLETTEEDKQKNFLFLRLWDRNMDIAMGWKGAQAMQFGQPLVFDMAYENYMKRKELQNTVSQLLESEGWNRRNVDPFHIYFCNLKIDGALHRELVKRYQEKWDKLLLTSTEKSHVDLFPKDSIIYLTADSPNVMTT.... Result: 1 (interaction).